This data is from Peptide-MHC class I binding affinity with 185,985 pairs from IEDB/IMGT. The task is: Regression. Given a peptide amino acid sequence and an MHC pseudo amino acid sequence, predict their binding affinity value. This is MHC class I binding data. (1) The peptide sequence is DIVGGLFTY. The MHC is HLA-A80:01 with pseudo-sequence HLA-A80:01. The binding affinity (normalized) is 0.414. (2) The peptide sequence is NTAINFFLY. The MHC is HLA-A03:01 with pseudo-sequence HLA-A03:01. The binding affinity (normalized) is 0.0847. (3) The peptide sequence is NYTKFWYVNH. The MHC is HLA-A68:01 with pseudo-sequence HLA-A68:01. The binding affinity (normalized) is 0.152. (4) The binding affinity (normalized) is 0.565. The MHC is HLA-A11:01 with pseudo-sequence HLA-A11:01. The peptide sequence is TSETMYLTMK.